This data is from Catalyst prediction with 721,799 reactions and 888 catalyst types from USPTO. The task is: Predict which catalyst facilitates the given reaction. (1) Reactant: [CH2:1]([C:3]1([CH2:19][CH3:20])[CH2:8][O:7][C:6]2([O:18][CH2:17][C:11]3([CH2:16][CH2:15][CH:14]=[CH:13][CH2:12]3)[CH2:10][O:9]2)[O:5][CH2:4]1)[CH3:2].C([O-])(O)=[O:22].[Na+].C1C=C(Cl)C=C(C(OO)=O)C=1. Product: [CH2:19]([C:3]1([CH2:1][CH3:2])[CH2:8][O:7][C:6]2([O:9][CH2:10][C:11]3([CH2:16][CH2:15][CH:14]4[O:22][CH:13]4[CH2:12]3)[CH2:17][O:18]2)[O:5][CH2:4]1)[CH3:20]. The catalyst class is: 2. (2) Reactant: [O:1]=[C:2]1[CH:7]=[CH:6][C:5](=[N:8][S:9]([CH3:12])(=[O:11])=[O:10])[CH:4]=[CH:3]1.O=[C:14]([CH2:20][CH2:21][CH2:22][CH3:23])[CH2:15][C:16]([O:18][CH3:19])=[O:17].C[O-].[Na+]. Product: [CH2:20]([C:14]1[O:1][C:2]2[CH:7]=[CH:6][C:5]([NH:8][S:9]([CH3:12])(=[O:11])=[O:10])=[CH:4][C:3]=2[C:15]=1[C:16]([O:18][CH3:19])=[O:17])[CH2:21][CH2:22][CH3:23]. The catalyst class is: 12. (3) Reactant: [CH3:1][CH:2]([CH3:39])[CH2:3][C@@H:4]([NH:31]C(=O)OC(C)(C)C)[C:5](=[O:30])[NH:6][CH:7]1[CH2:16][C:15]2[C:10](=[C:11]([N:17]3[CH2:21][CH2:20][CH2:19][C:18]3=[O:22])[CH:12]=[CH:13][CH:14]=2)[N:9]([CH2:23][C:24]2[CH:28]=[CH:27][S:26][CH:25]=2)[C:8]1=[O:29].Cl.C(=O)(O)[O-].[Na+]. Product: [NH2:31][C@H:4]([CH2:3][CH:2]([CH3:39])[CH3:1])[C:5]([NH:6][CH:7]1[CH2:16][C:15]2[C:10](=[C:11]([N:17]3[CH2:21][CH2:20][CH2:19][C:18]3=[O:22])[CH:12]=[CH:13][CH:14]=2)[N:9]([CH2:23][C:24]2[CH:28]=[CH:27][S:26][CH:25]=2)[C:8]1=[O:29])=[O:30]. The catalyst class is: 8. (4) Reactant: [CH2:1](Br)[C:2]1[CH:7]=[CH:6][CH:5]=[CH:4][CH:3]=1.C(O)C.[CH2:12]([O:14][C:15](=[O:22])[C:16]1[CH:21]=[CH:20][N:19]=[CH:18][CH:17]=1)[CH3:13]. Product: [CH2:1]([N:19]1[CH2:18][CH:17]=[C:16]([C:15]([O:14][CH2:12][CH3:13])=[O:22])[CH2:21][CH2:20]1)[C:2]1[CH:7]=[CH:6][CH:5]=[CH:4][CH:3]=1. The catalyst class is: 81.